Dataset: Peptide-MHC class II binding affinity with 134,281 pairs from IEDB. Task: Regression. Given a peptide amino acid sequence and an MHC pseudo amino acid sequence, predict their binding affinity value. This is MHC class II binding data. (1) The peptide sequence is YKTTICGKGLSATVTGGQ. The MHC is DRB5_0101 with pseudo-sequence DRB5_0101. The binding affinity (normalized) is 0. (2) The peptide sequence is LRTKLMTSRRVLEKE. The MHC is DRB1_1501 with pseudo-sequence DRB1_1501. The binding affinity (normalized) is 0.564. (3) The binding affinity (normalized) is 0.283. The MHC is HLA-DPA10201-DPB11401 with pseudo-sequence HLA-DPA10201-DPB11401. The peptide sequence is SPLTASKLTYENVKM. (4) The peptide sequence is MGEAVQNTVEDLKLN. The MHC is HLA-DPA10201-DPB11401 with pseudo-sequence HLA-DPA10201-DPB11401. The binding affinity (normalized) is 0. (5) The peptide sequence is VSSVNMISRMLINRF. The MHC is DRB1_1101 with pseudo-sequence DRB1_1101. The binding affinity (normalized) is 0.928. (6) The peptide sequence is ENPVVHFFLNIVTPR. The MHC is DRB1_1501 with pseudo-sequence DRB1_1501. The binding affinity (normalized) is 0.905. (7) The peptide sequence is GTSFVYVPSALNPAD. The MHC is DRB1_0701 with pseudo-sequence DRB1_0701. The binding affinity (normalized) is 0.580.